This data is from Forward reaction prediction with 1.9M reactions from USPTO patents (1976-2016). The task is: Predict the product of the given reaction. Given the reactants [C:1]([O:5][C:6]([NH:8][C:9]([CH3:14])([CH3:13])[C:10]([OH:12])=[O:11])=[O:7])([CH3:4])([CH3:3])[CH3:2].C([O-])(O)=O.[Na+].[CH2:20](Cl)[Cl:21], predict the reaction product. The product is: [C:1]([O:5][C:6]([NH:8][C:9]([CH3:14])([CH3:13])[C:10]([O:12][CH2:20][Cl:21])=[O:11])=[O:7])([CH3:4])([CH3:2])[CH3:3].